From a dataset of Forward reaction prediction with 1.9M reactions from USPTO patents (1976-2016). Predict the product of the given reaction. Given the reactants [CH3:1][C:2]1[N:6]=[C:5]([N:7]2[CH2:12][CH2:11][C:10](=O)[CH2:9][CH2:8]2)[S:4][N:3]=1.[CH3:14][C:15]1[CH:27]=[CH:26][C:18]([CH2:19][N:20]2[CH:24]=[N:23][C:22]([NH2:25])=[N:21]2)=[CH:17][CH:16]=1, predict the reaction product. The product is: [CH3:14][C:15]1[CH:16]=[CH:17][C:18]([CH2:19][N:20]2[CH:24]=[N:23][C:22]([NH:25][CH:10]3[CH2:11][CH2:12][N:7]([C:5]4[S:4][N:3]=[C:2]([CH3:1])[N:6]=4)[CH2:8][CH2:9]3)=[N:21]2)=[CH:26][CH:27]=1.